This data is from Reaction yield outcomes from USPTO patents with 853,638 reactions. The task is: Predict the reaction yield, written as a fraction of the theoretical maximum amount of product (1.0 means a 100% yield; for example, 0.34 means a 34% yield). The yield is 0.339. The reactants are [C:1]1([N:7]2[C:12](=[O:13])[C:11]3[S:14][CH:15]=[C:16]([C:17]4[CH:22]=[CH:21][CH:20]=[CH:19][CH:18]=4)[C:10]=3[N:9]=[CH:8]2)[CH:6]=[CH:5][CH:4]=[CH:3][CH:2]=1.N[C:24]1[C:28]([C:24]2[CH:25]=CC3[C:27](=[CH:25][CH:24]=[CH:28][CH:27]=3)[CH:28]=2)=[CH:27]S[C:25]=1C(OC)=O.[CH:43](OCC)(OCC)[O:44]CC.COC1C=CC(N)=CC=1. The product is [CH3:43][O:44][C:4]1[CH:5]=[CH:6][C:1]([N:7]2[C:12](=[O:13])[C:11]3[S:14][CH:15]=[C:16]([C:17]4[CH:18]=[CH:19][C:20]5[C:21](=[CH:25][CH:24]=[CH:28][CH:27]=5)[CH:22]=4)[C:10]=3[N:9]=[CH:8]2)=[CH:2][CH:3]=1. The catalyst is C(O)(=O)C.